This data is from Catalyst prediction with 721,799 reactions and 888 catalyst types from USPTO. The task is: Predict which catalyst facilitates the given reaction. (1) Reactant: C[O:2][C:3](=O)[C:4]([CH2:6]Br)=[CH2:5].[Br:9][C:10]1[S:14][C:13]([CH:15]=[N:16][CH3:17])=[CH:12][CH:11]=1.[NH4+].[Cl-]. Product: [Br:9][C:10]1[S:14][C:13]([CH:15]2[N:16]([CH3:17])[C:3](=[O:2])[C:4](=[CH2:5])[CH2:6]2)=[CH:12][CH:11]=1. The catalyst class is: 324. (2) Reactant: [Br:1][C:2]1[C:3](=[O:34])[N:4]([C:24]2[CH:25]=[C:26]([CH:30]=[CH:31][C:32]=2[CH3:33])[C:27](O)=[O:28])[C:5]([CH3:23])=[CH:6][C:7]=1[O:8][CH2:9][C:10]1[CH:15]=[CH:14][C:13]([F:16])=[CH:12][C:11]=1[CH2:17][NH:18][C:19]([O:21][CH3:22])=[O:20].ClC(OCC(C)C)=O.[CH3:43][N:44]1CCOCC1.CN.C1COCC1. Product: [Br:1][C:2]1[C:3](=[O:34])[N:4]([C:24]2[CH:25]=[C:26]([C:27]([NH:44][CH3:43])=[O:28])[CH:30]=[CH:31][C:32]=2[CH3:33])[C:5]([CH3:23])=[CH:6][C:7]=1[O:8][CH2:9][C:10]1[CH:15]=[CH:14][C:13]([F:16])=[CH:12][C:11]=1[CH2:17][NH:18][C:19](=[O:20])[O:21][CH3:22]. The catalyst class is: 3. (3) Reactant: [Cl:1][C:2]1[CH:7]=[CH:6][C:5]([C:8]2[N:9]=[CH:10][C:11]([O:21][CH:22]3[CH2:25][N:24](C(OC(C)(C)C)=O)[CH2:23]3)=[N:12][C:13]=2[C:14]2[CH:19]=[CH:18][C:17]([Cl:20])=[CH:16][CH:15]=2)=[CH:4][CH:3]=1.C(O)(C(F)(F)F)=O. Product: [NH:24]1[CH2:23][CH:22]([O:21][C:11]2[N:12]=[C:13]([C:14]3[CH:19]=[CH:18][C:17]([Cl:20])=[CH:16][CH:15]=3)[C:8]([C:5]3[CH:4]=[CH:3][C:2]([Cl:1])=[CH:7][CH:6]=3)=[N:9][CH:10]=2)[CH2:25]1. The catalyst class is: 2. (4) Reactant: [CH3:1][C:2]1[CH:7]=[C:6]([CH3:8])[N:5]=[C:4]([NH:9][C:10]([C:12]2[C:16]3[N:17]=[C:18](Cl)[N:19]=[CH:20][C:15]=3[S:14][CH:13]=2)=[O:11])[CH:3]=1.[NH2:22][C@@H:23]1[CH2:28][CH2:27][O:26][CH2:25][C@@H:24]1[NH:29][C:30](=[O:36])[O:31][C:32]([CH3:35])([CH3:34])[CH3:33].C(N(C(C)C)CC)(C)C. Product: [C:32]([O:31][C:30](=[O:36])[NH:29][C@@H:24]1[C@H:23]([NH:22][C:18]2[N:19]=[CH:20][C:15]3[S:14][CH:13]=[C:12]([C:10](=[O:11])[NH:9][C:4]4[CH:3]=[C:2]([CH3:1])[CH:7]=[C:6]([CH3:8])[N:5]=4)[C:16]=3[N:17]=2)[CH2:28][CH2:27][O:26][CH2:25]1)([CH3:35])([CH3:33])[CH3:34]. The catalyst class is: 346.